This data is from Cav3 T-type calcium channel HTS with 100,875 compounds. The task is: Binary Classification. Given a drug SMILES string, predict its activity (active/inactive) in a high-throughput screening assay against a specified biological target. (1) The drug is O=c1[nH]c2c(cc1CN(C1CCCC1)Cc1n(nnn1)Cc1ccc(OC)cc1)ccc(c2)C. The result is 0 (inactive). (2) The compound is Clc1c(NC(=O)CC2S\C(N(C2=O)C)=N\C)cccc1Cl. The result is 0 (inactive). (3) The drug is Clc1ccc(CSCC(=O)N\N=C\c2c(Cl)cc(Cl)cc2)cc1. The result is 0 (inactive). (4) The compound is O(C1CCCCC1=O)C(=O)c1oc2c(c(=O)c1)cccc2. The result is 0 (inactive). (5) The result is 0 (inactive). The compound is S(Cc1[nH]c2c(n1)cccc2)CC(=O)Nc1cc2c(cc1)cccc2. (6) The compound is S(CCC(=O)NC(c1ccccc1)C)c1nc(c2cc3OCOc3cc2)cc(n1)C(F)(F)F. The result is 1 (active). (7) The compound is S(Cc1[nH]c2c(n1)cccc2)c1n(N)c(nn1)c1ccccc1. The result is 0 (inactive).